This data is from Full USPTO retrosynthesis dataset with 1.9M reactions from patents (1976-2016). The task is: Predict the reactants needed to synthesize the given product. Given the product [CH3:1][C:2]1[CH:3]=[C:4]([C:8]2[NH:12][N:11]=[C:10]([S:13][CH2:16][C:17]3[CH:22]=[CH:21][CH:20]=[CH:19][N:18]=3)[N:9]=2)[O:5][C:6]=1[CH3:7], predict the reactants needed to synthesize it. The reactants are: [CH3:1][C:2]1[CH:3]=[C:4]([C:8]2[NH:9][C:10](=[S:13])[NH:11][N:12]=2)[O:5][C:6]=1[CH3:7].Br.Br[CH2:16][C:17]1[CH:22]=[CH:21][CH:20]=[CH:19][N:18]=1.